Task: Predict which catalyst facilitates the given reaction.. Dataset: Catalyst prediction with 721,799 reactions and 888 catalyst types from USPTO (1) Reactant: CS(O[C@H:6]1[CH2:11][CH2:10][CH2:9][CH2:8][C@H:7]1[NH:12][C:13]1[S:14][C:15]2[CH:21]=[C:20]([CH2:22][N:23]3[C:27]4=[N:28][CH:29]=[C:30]([F:32])[CH:31]=[C:26]4[N:25]=[CH:24]3)[CH:19]=[CH:18][C:16]=2[N:17]=1)(=O)=O.[CH3:33][S-:34].[Na+]. Product: [F:32][C:30]1[CH:31]=[C:26]2[N:25]=[CH:24][N:23]([CH2:22][C:20]3[CH:19]=[CH:18][C:16]4[N:17]=[C:13]([NH:12][C@@H:7]5[CH2:8][CH2:9][CH2:10][CH2:11][C@H:6]5[S:34][CH3:33])[S:14][C:15]=4[CH:21]=3)[C:27]2=[N:28][CH:29]=1. The catalyst class is: 3. (2) The catalyst class is: 78. Product: [CH3:1][O:2][C:3]1[CH:12]=[C:11]2[C:6]([C:7](=[O:18])[CH2:8][CH:9]([CH:13]3[CH2:17][CH2:16][CH2:15][O:14]3)[O:10]2)=[CH:5][CH:4]=1. Reactant: [CH3:1][O:2][C:3]1[CH:12]=[C:11]2[C:6]([C:7](=[O:18])[CH:8]=[C:9]([CH:13]3[CH2:17][CH2:16][CH2:15][O:14]3)[O:10]2)=[CH:5][CH:4]=1.C(N(CC)CC)C. (3) The catalyst class is: 26. Reactant: [CH:1]1[C:10]2[C:5](=[CH:6][CH:7]=[CH:8][CH:9]=2)[CH:4]=[CH:3][C:2]=1[NH:11][C:12]1[C:20]2[C:19]3[CH2:21][NH:22][CH2:23][CH2:24][C:18]=3[NH:17][C:16]=2[N:15]=[CH:14][CH:13]=1.[C:25](OC(=O)C)(=[O:27])[CH3:26].C(N(CC)CC)C. Product: [CH:1]1[C:10]2[C:5](=[CH:6][CH:7]=[CH:8][CH:9]=2)[CH:4]=[CH:3][C:2]=1[NH:11][C:12]1[C:20]2[C:19]3[CH2:21][N:22]([C:25](=[O:27])[CH3:26])[CH2:23][CH2:24][C:18]=3[NH:17][C:16]=2[N:15]=[CH:14][CH:13]=1. (4) Reactant: C([O:3][C:4](=[O:18])[C:5]1[CH:10]=[CH:9][N:8]=[C:7]([CH:11]([O:15][CH2:16][CH3:17])[O:12][CH2:13][CH3:14])[CH:6]=1)C.[OH-].[Na+]. Product: [CH2:16]([O:15][CH:11]([O:12][CH2:13][CH3:14])[C:7]1[CH:6]=[C:5]([CH:10]=[CH:9][N:8]=1)[C:4]([OH:18])=[O:3])[CH3:17]. The catalyst class is: 7. (5) Reactant: [NH2:1][C:2]([CH3:15])([CH2:8][C:9]1[CH:14]=[CH:13][CH:12]=[CH:11][CH:10]=1)[C:3]([O:5][CH2:6][CH3:7])=[O:4].[OH-].[Na+].[Cl:18][CH2:19][C:20](Cl)=[O:21]. Product: [Cl:18][CH2:19][C:20]([NH:1][C:2]([CH3:15])([CH2:8][C:9]1[CH:10]=[CH:11][CH:12]=[CH:13][CH:14]=1)[C:3]([O:5][CH2:6][CH3:7])=[O:4])=[O:21]. The catalyst class is: 11.